Dataset: Forward reaction prediction with 1.9M reactions from USPTO patents (1976-2016). Task: Predict the product of the given reaction. (1) The product is: [O:6]1[CH:5]=[CH:4][CH:3]=[C:2]1[CH2:1][NH:7][S:11]([CH:9]([CH3:10])[CH3:8])(=[O:13])=[O:12]. Given the reactants [CH2:1]([NH2:7])[C:2]1[O:6][CH:5]=[CH:4][CH:3]=1.[CH3:8][CH:9]([S:11](Cl)(=[O:13])=[O:12])[CH3:10], predict the reaction product. (2) Given the reactants [C:1]([CH:3]1[CH2:6][N:5]([C:7](=[O:40])[C@H:8]([NH:10][C:11]([C:13]2[C:21]3[C:16](=[N:17][CH:18]=[C:19]([C:22]4[C:30]5[C:25](=[CH:26][C:27]([Cl:31])=[CH:28][CH:29]=5)[NH:24][N:23]=4)[N:20]=3)[N:15]([CH2:32][O:33][CH2:34][CH2:35][Si:36]([CH3:39])([CH3:38])[CH3:37])[CH:14]=2)=[O:12])[CH3:9])[CH2:4]1)#[N:2].[H-].[Na+].Br[CH2:44][CH2:45][O:46][CH:47]1[CH2:52][CH2:51][CH2:50][CH2:49][O:48]1, predict the reaction product. The product is: [C:1]([CH:3]1[CH2:6][N:5]([C:7](=[O:40])[C@H:8]([NH:10][C:11]([C:13]2[C:21]3[C:16](=[N:17][CH:18]=[C:19]([C:22]4[C:30]5[C:25](=[CH:26][C:27]([Cl:31])=[CH:28][CH:29]=5)[N:24]([CH2:44][CH2:45][O:46][CH:47]5[CH2:52][CH2:51][CH2:50][CH2:49][O:48]5)[N:23]=4)[N:20]=3)[N:15]([CH2:32][O:33][CH2:34][CH2:35][Si:36]([CH3:39])([CH3:38])[CH3:37])[CH:14]=2)=[O:12])[CH3:9])[CH2:4]1)#[N:2]. (3) Given the reactants [F:1][C:2]1[CH:7]=[CH:6][C:5]([Mg]Br)=[CH:4][CH:3]=1.[C:10]([C:12](=[C:17]1[CH2:22][CH2:21][O:20][CH2:19][CH2:18]1)[C:13]([O:15][CH3:16])=[O:14])#[N:11], predict the reaction product. The product is: [C:10]([CH:12]([C:17]1([C:5]2[CH:6]=[CH:7][C:2]([F:1])=[CH:3][CH:4]=2)[CH2:22][CH2:21][O:20][CH2:19][CH2:18]1)[C:13]([O:15][CH3:16])=[O:14])#[N:11].